From a dataset of Catalyst prediction with 721,799 reactions and 888 catalyst types from USPTO. Predict which catalyst facilitates the given reaction. (1) Reactant: [CH3:1][C@@:2]12[C:9]([CH3:11])([CH3:10])[CH:6]([CH2:7][CH2:8]1)[C:5](=[O:12])[CH2:4][C:3]2=[O:13].C(N(CC)CC)C.[N+:21]([C:24]1[CH:29]=[CH:28][C:27]([N:30]=[C:31]=[O:32])=[CH:26][CH:25]=1)([O-:23])=[O:22].Cl. Product: [N+:21]([C:24]1[CH:25]=[CH:26][C:27]([NH:30][C:31]([CH:4]2[C:5](=[O:12])[CH:6]3[C:9]([CH3:10])([CH3:11])[C@:2]([CH3:1])([CH2:8][CH2:7]3)[C:3]2=[O:13])=[O:32])=[CH:28][CH:29]=1)([O-:23])=[O:22]. The catalyst class is: 119. (2) Reactant: [Br:1][C:2]1[S:6][C:5]([CH2:7][NH2:8])=[CH:4][CH:3]=1.[NH2:9][C:10]1[N:18]=[C:17]([CH2:19][O:20][CH3:21])[CH:16]=[CH:15][C:11]=1[C:12](O)=[O:13].F[P-](F)(F)(F)(F)F.N1(O[P+](N(C)C)(N(C)C)N(C)C)C2C=CC=CC=2N=N1. Product: [NH2:9][C:10]1[N:18]=[C:17]([CH2:19][O:20][CH3:21])[CH:16]=[CH:15][C:11]=1[C:12]([NH:8][CH2:7][C:5]1[S:6][C:2]([Br:1])=[CH:3][CH:4]=1)=[O:13]. The catalyst class is: 9.